The task is: Predict the reactants needed to synthesize the given product.. This data is from Full USPTO retrosynthesis dataset with 1.9M reactions from patents (1976-2016). (1) Given the product [CH3:1][O:2][C:3](=[O:14])[C:4]1[CH:5]=[CH:6][C:7]([C:10]([NH:12][NH:13][C:50](=[O:51])[CH:48]([NH:47][C:44](=[O:46])[CH3:45])[CH3:49])=[O:11])=[CH:8][CH:9]=1, predict the reactants needed to synthesize it. The reactants are: [CH3:1][O:2][C:3](=[O:14])[C:4]1[CH:9]=[CH:8][C:7]([C:10]([NH:12][NH2:13])=[O:11])=[CH:6][CH:5]=1.CCN=C=NCCCN(C)C.Cl.C1C=CC2N(O)N=NC=2C=1.C(N(CC)CC)C.[C:44]([NH:47][C@H:48]([C:50](O)=[O:51])[CH3:49])(=[O:46])[CH3:45]. (2) The reactants are: Cl[C:2]1[CH:11]=[C:10](Cl)[CH:9]=[C:8]2[C:3]=1[CH:4]=[CH:5][C:6]([C:13]1[CH:18]=[C:17]([CH3:19])[CH:16]=[C:15]([CH3:20])[CH:14]=1)=[N:7]2.[CH2:21](B(O)O)[CH:22]([CH3:24])[CH3:23].C1(P(C2CCCCC2)[C:35]2C=CC=[CH:37][C:36]=2[C:41]2C(OC)=CC=CC=2OC)CCCCC1.O.P([O-])([O-])([O-])=O.[K+].[K+].[K+]. Given the product [CH3:20][C:15]1[CH:14]=[C:13]([C:6]2[CH:5]=[CH:4][C:3]3[C:8](=[CH:9][C:10]([CH2:35][CH:36]([CH3:41])[CH3:37])=[CH:11][C:2]=3[CH2:21][CH:22]([CH3:24])[CH3:23])[N:7]=2)[CH:18]=[C:17]([CH3:19])[CH:16]=1, predict the reactants needed to synthesize it. (3) Given the product [CH3:6][O:7][C:8](=[O:24])[C:9]1[CH:14]=[C:13]([O:15][CH3:16])[C:12]([N+:17]([O-:19])=[O:18])=[CH:11][C:10]=1[NH2:20], predict the reactants needed to synthesize it. The reactants are: S(=O)(=O)(O)O.[CH3:6][O:7][C:8](=[O:24])[C:9]1[CH:14]=[C:13]([O:15][CH3:16])[C:12]([N+:17]([O-:19])=[O:18])=[CH:11][C:10]=1[NH:20]C(=O)C.CO.C(=O)(O)[O-].[K+]. (4) The reactants are: [N:1]1[CH:2]=[CH:3][N:4]2[CH:9]=[CH:8][C:7]([C:10]([O:12][CH3:13])=[O:11])=[CH:6][C:5]=12.[I:14]N1C(=O)CCC1=O. Given the product [I:14][C:3]1[N:4]2[CH:9]=[CH:8][C:7]([C:10]([O:12][CH3:13])=[O:11])=[CH:6][C:5]2=[N:1][CH:2]=1, predict the reactants needed to synthesize it. (5) Given the product [C:5]([CH2:4][CH:3]([S:8]([OH:11])(=[O:9])=[O:10])[CH2:2][NH:1][C:12](=[O:18])/[CH:13]=[CH:14]\[C:15]([OH:17])=[O:16])([OH:7])=[O:6], predict the reactants needed to synthesize it. The reactants are: [NH2:1][CH2:2][CH:3]([S:8]([OH:11])(=[O:10])=[O:9])[CH2:4][C:5]([OH:7])=[O:6].[C:12]1(=[O:18])[O:17][C:15](=[O:16])[CH:14]=[CH:13]1. (6) The reactants are: C(C=P(CCCC)(CCCC)CCCC)#N.[N+:17]([C:20]1[CH:25]=[CH:24][CH:23]=[CH:22][C:21]=1[S:26]([O:29][C:30]1[CH:35]=[CH:34][C:33]([CH:36](O)[CH2:37][N:38]([CH2:51][CH2:52][OH:53])[S:39]([C:42]2[CH:47]=[CH:46][CH:45]=[CH:44][C:43]=2[N+:48]([O-:50])=[O:49])(=[O:41])=[O:40])=[CH:32][CH:31]=1)(=[O:28])=[O:27])([O-:19])=[O:18]. Given the product [N+:17]([C:20]1[CH:25]=[CH:24][CH:23]=[CH:22][C:21]=1[S:26]([O:29][C:30]1[CH:35]=[CH:34][C:33]([CH:36]2[O:53][CH2:52][CH2:51][N:38]([S:39]([C:42]3[CH:47]=[CH:46][CH:45]=[CH:44][C:43]=3[N+:48]([O-:50])=[O:49])(=[O:40])=[O:41])[CH2:37]2)=[CH:32][CH:31]=1)(=[O:27])=[O:28])([O-:19])=[O:18], predict the reactants needed to synthesize it. (7) The reactants are: [O:1]=[C:2]1[C:6]2([CH2:11][CH2:10][N:9]([C:12]([O:14][CH2:15][C:16]3[CH:21]=[CH:20][CH:19]=[CH:18][CH:17]=3)=[O:13])[CH2:8][CH2:7]2)[N:5]([C:22]2[CH:27]=[CH:26][CH:25]=[CH:24][CH:23]=2)[CH2:4][NH:3]1.I[C:29]1[CH:38]=[CH:37][CH:36]=[CH:35][C:30]=1[C:31]([O:33][CH3:34])=[O:32].CNCCNC.C(O)(=O)CC(CC(O)=O)(C(O)=O)O. Given the product [CH3:34][O:33][C:31]([C:30]1[CH:35]=[CH:36][CH:37]=[CH:38][C:29]=1[N:3]1[C:2](=[O:1])[C:6]2([CH2:7][CH2:8][N:9]([C:12]([O:14][CH2:15][C:16]3[CH:17]=[CH:18][CH:19]=[CH:20][CH:21]=3)=[O:13])[CH2:10][CH2:11]2)[N:5]([C:22]2[CH:27]=[CH:26][CH:25]=[CH:24][CH:23]=2)[CH2:4]1)=[O:32], predict the reactants needed to synthesize it.